Dataset: Reaction yield outcomes from USPTO patents with 853,638 reactions. Task: Predict the reaction yield, written as a fraction of the theoretical maximum amount of product (1.0 means a 100% yield; for example, 0.34 means a 34% yield). The reactants are [NH2:1][C:2]1[CH:3]=[C:4]([C:12]#[N:13])[C:5]2[N:9]=[CH:8][NH:7][C:6]=2[C:10]=1[CH3:11].CS[C:16]1[N:17]([C:21]([O:23][CH3:24])=[O:22])[CH2:18][CH2:19][N:20]=1.[OH-].[Na+]. The catalyst is C(O)(=O)C. The product is [CH3:24][O:23][C:21]([N:17]1[CH2:18][CH2:19][NH:20][C:16]1=[N:1][C:2]1[CH:3]=[C:4]([C:12]#[N:13])[C:5]2[NH:9][CH:8]=[N:7][C:6]=2[C:10]=1[CH3:11])=[O:22]. The yield is 0.750.